Dataset: Forward reaction prediction with 1.9M reactions from USPTO patents (1976-2016). Task: Predict the product of the given reaction. (1) Given the reactants Cl.[O:2]([NH2:4])[CH3:3].CCN(C(C)C)C(C)C.C1N=CN([C:19](N2C=NC=C2)=[O:20])C=1.[C:26]([O:30][C:31]([N:33]1[CH2:38][CH2:37][CH:36]([NH:39][CH2:40][C:41]2[CH:45]=[CH:44][S:43][CH:42]=2)[CH2:35][CH2:34]1)=[O:32])([CH3:29])([CH3:28])[CH3:27].C([O-])(O)=O.[Na+], predict the reaction product. The product is: [C:26]([O:30][C:31]([N:33]1[CH2:38][CH2:37][CH:36]([N:39]([CH2:40][C:41]2[CH:45]=[CH:44][S:43][CH:42]=2)[C:19]([NH:4][O:2][CH3:3])=[O:20])[CH2:35][CH2:34]1)=[O:32])([CH3:29])([CH3:27])[CH3:28]. (2) Given the reactants C([O:8][N:9]1[C:15](=[O:16])[N:14]2[CH2:17][C@H:10]1[CH2:11][CH2:12][C@H:13]2[C:18]1[CH:22]=[C:21]([CH2:23][NH:24][C:25]([NH:34][C:35]([O:37][C:38]([CH3:41])([CH3:40])[CH3:39])=[O:36])=[N:26][C:27]([O:29][C:30]([CH3:33])([CH3:32])[CH3:31])=[O:28])[O:20][N:19]=1)C1C=CC=CC=1, predict the reaction product. The product is: [OH:8][N:9]1[C:15](=[O:16])[N:14]2[CH2:17][C@H:10]1[CH2:11][CH2:12][C@H:13]2[C:18]1[CH:22]=[C:21]([CH2:23][NH:24][C:25]([NH:34][C:35]([O:37][C:38]([CH3:41])([CH3:40])[CH3:39])=[O:36])=[N:26][C:27]([O:29][C:30]([CH3:33])([CH3:32])[CH3:31])=[O:28])[O:20][N:19]=1. (3) Given the reactants [Cl:1][C:2]1[N:7]=[C:6](Cl)[C:5](I)=[CH:4][N:3]=1.[C:10]([O:14][C:15](=[O:29])[C@@H:16]([NH:21][C:22]([O:24][C:25]([CH3:28])([CH3:27])[CH3:26])=[O:23])[CH2:17][CH2:18][NH:19]C)([CH3:13])([CH3:12])[CH3:11].[S:30]1[CH:34]=[CH:33][CH:32]=[C:31]1B(O)O, predict the reaction product. The product is: [C:10]([O:14][C:15](=[O:29])[C@@H:16]([NH:21][C:22]([O:24][C:25]([CH3:28])([CH3:27])[CH3:26])=[O:23])[CH2:17][CH2:18][NH:19][C:6]1[C:5]([C:31]2[S:30][CH:34]=[CH:33][CH:32]=2)=[CH:4][N:3]=[C:2]([Cl:1])[N:7]=1)([CH3:13])([CH3:12])[CH3:11]. (4) The product is: [NH:7]1[C:8]2[C:13](=[CH:12][CH:11]=[CH:10][CH:9]=2)[CH:14]=[CH:6]1. Given the reactants C([C:6]1[NH:7][C:8]2[C:13]([CH:14]=1)=[CH:12][CH:11]=[CH:10][CH:9]=2)(=O)/C=C\C([C:6]1[NH:7][C:8]2[C:13]([CH:14]=1)=[CH:12][CH:11]=[CH:10][CH:9]=2)=O, predict the reaction product. (5) Given the reactants Br[C:2]1(Br)[CH2:4][C:3]1(Br)[CH2:5][CH2:6][O:7][S:8]([C:11]1[CH:16]=[CH:15][CH:14]=[CH:13][CH:12]=1)(=[O:10])=[O:9].C[Li].O, predict the reaction product. The product is: [C:11]1([S:8]([O:7][CH2:6][CH2:5][C:3]2[CH2:4][CH:2]=2)(=[O:10])=[O:9])[CH:12]=[CH:13][CH:14]=[CH:15][CH:16]=1. (6) Given the reactants [Cl:1][CH2:2][CH2:3][CH2:4][C:5]([C:7]1[CH:12]=[CH:11][C:10]([CH:13]([CH3:17])[C:14](O)=[O:15])=[CH:9][CH:8]=1)=[O:6].[N:18]1(C(N)=O)[CH2:22]CC[CH2:19]1, predict the reaction product. The product is: [CH3:19][N:18]([CH3:22])[C:14](=[O:15])[CH:13]([C:10]1[CH:11]=[CH:12][C:7]([C:5](=[O:6])[CH2:4][CH2:3][CH2:2][Cl:1])=[CH:8][CH:9]=1)[CH3:17].